This data is from Reaction yield outcomes from USPTO patents with 853,638 reactions. The task is: Predict the reaction yield, written as a fraction of the theoretical maximum amount of product (1.0 means a 100% yield; for example, 0.34 means a 34% yield). (1) The product is [O:6]1[C:5]2[CH:10]=[CH:11][C:2]([CH:22]([C:21]3[CH:24]=[C:25]([O:27][CH3:28])[CH:26]=[C:19]([O:18][CH3:17])[CH:20]=3)[OH:23])=[CH:3][C:4]=2[O:9][CH2:8][CH2:7]1. The yield is 0.910. The catalyst is C1COCC1.O. The reactants are Br[C:2]1[CH:11]=[CH:10][C:5]2[O:6][CH2:7][CH2:8][O:9][C:4]=2[CH:3]=1.C([Li])CCC.[CH3:17][O:18][C:19]1[CH:20]=[C:21]([CH:24]=[C:25]([O:27][CH3:28])[CH:26]=1)[CH:22]=[O:23].CC(O)C. (2) The reactants are [H-].[Na+].[NH:3]1[CH2:9][CH2:8][CH2:7][C@@H:4]1[CH2:5][OH:6].[Cl:10][C:11]1[CH:16]=[C:15]([NH:17][C:18]2[C:27]3[C:22](=[CH:23][CH:24]=[CH:25][C:26]=3F)[N:21]=[CH:20][N:19]=2)[CH:14]=[CH:13][C:12]=1[OH:29].[Cl-].[NH4+]. The catalyst is CC(N(C)C)=O. The product is [Cl:10][C:11]1[CH:16]=[C:15]([NH:17][C:18]2[C:27]3[C:22](=[CH:23][CH:24]=[CH:25][C:26]=3[O:6][CH2:5][C@H:4]3[CH2:7][CH2:8][CH2:9][NH:3]3)[N:21]=[CH:20][N:19]=2)[CH:14]=[CH:13][C:12]=1[OH:29]. The yield is 0.850. (3) The reactants are [C:1]([O:5][C:6]([N:8]1[CH2:13][CH2:12][C:11]2[N:14]([CH3:46])[C:15]([C:17]3[C:22]([C:23]#[C:24][C:25]4[CH:30]=[CH:29][CH:28]=[C:27]([NH:31][C:32]([NH:34][C:35]5[CH:40]=[CH:39][C:38]([C:41]([F:44])([F:43])[F:42])=[CH:37][CH:36]=5)=[O:33])[CH:26]=4)=[CH:21][N:20]=[C:19]([NH2:45])[N:18]=3)=[CH:16][C:10]=2[C:9]1=[O:47])=[O:7])([CH3:4])([CH3:3])[CH3:2].[N:48]1[CH:53]=[CH:52][C:51]([CH:54]=O)=[CH:50][CH:49]=1.C(O)(C(F)(F)F)=O.[BH-](OC(C)=O)(OC(C)=O)OC(C)=O.[Na+].O.[OH-].[Na+]. The yield is 0.140. The product is [C:1]([O:5][C:6]([N:8]1[CH2:13][CH2:12][C:11]2[N:14]([CH3:46])[C:15]([C:17]3[C:22]([C:23]#[C:24][C:25]4[CH:30]=[CH:29][CH:28]=[C:27]([NH:31][C:32]([NH:34][C:35]5[CH:40]=[CH:39][C:38]([C:41]([F:42])([F:44])[F:43])=[CH:37][CH:36]=5)=[O:33])[CH:26]=4)=[CH:21][N:20]=[C:19]([NH:45][CH2:54][C:51]4[CH:52]=[CH:53][N:48]=[CH:49][CH:50]=4)[N:18]=3)=[CH:16][C:10]=2[C:9]1=[O:47])=[O:7])([CH3:4])([CH3:3])[CH3:2]. The catalyst is CN(C=O)C.CCOC(C)=O. (4) No catalyst specified. The reactants are Cl[C:2]1[CH:3]=[CH:4][N:5]2[C:10]([C:11]=1[CH3:12])=[C:9]([CH:13]1[CH2:15][CH2:14]1)[CH:8]=[C:7]([C:16]([O:18][CH3:19])=[O:17])[C:6]2=[O:20].[F:21][C:22]1[CH:28]=[C:27](B2OC(C)(C)C(C)(C)O2)[CH:26]=[CH:25][C:23]=1[NH2:24]. The product is [NH2:24][C:23]1[CH:25]=[CH:26][C:27]([C:2]2[CH:3]=[CH:4][N:5]3[C:10]([C:11]=2[CH3:12])=[C:9]([CH:13]2[CH2:15][CH2:14]2)[CH:8]=[C:7]([C:16]([O:18][CH3:19])=[O:17])[C:6]3=[O:20])=[CH:28][C:22]=1[F:21]. The yield is 0.760.